This data is from TCR-epitope binding with 47,182 pairs between 192 epitopes and 23,139 TCRs. The task is: Binary Classification. Given a T-cell receptor sequence (or CDR3 region) and an epitope sequence, predict whether binding occurs between them. (1) The epitope is ATDALMTGY. The TCR CDR3 sequence is CASSHDLTGTRETQYF. Result: 0 (the TCR does not bind to the epitope). (2) The epitope is GILGFVFTL. The TCR CDR3 sequence is CASSIEGRTEAFF. Result: 1 (the TCR binds to the epitope). (3) The epitope is KAFSPEVIPMF. The TCR CDR3 sequence is CATTGSYGYTF. Result: 1 (the TCR binds to the epitope). (4) The epitope is HTTDPSFLGRY. The TCR CDR3 sequence is CARNPLEDTGELFF. Result: 0 (the TCR does not bind to the epitope). (5) The epitope is LLSAGIFGA. The TCR CDR3 sequence is CATSDFWSSGFLNEQFF. Result: 1 (the TCR binds to the epitope). (6) The epitope is SLYNTVATL. The TCR CDR3 sequence is CASRPYSGRAGAYTGELFF. Result: 1 (the TCR binds to the epitope). (7) The epitope is AYILFTRFFYV. The TCR CDR3 sequence is CASSSRQGKEQYF. Result: 0 (the TCR does not bind to the epitope).